This data is from NCI-60 drug combinations with 297,098 pairs across 59 cell lines. The task is: Regression. Given two drug SMILES strings and cell line genomic features, predict the synergy score measuring deviation from expected non-interaction effect. (1) Drug 1: C1CCC(C1)C(CC#N)N2C=C(C=N2)C3=C4C=CNC4=NC=N3. Drug 2: CN(CC1=CN=C2C(=N1)C(=NC(=N2)N)N)C3=CC=C(C=C3)C(=O)NC(CCC(=O)O)C(=O)O. Cell line: UACC-257. Synergy scores: CSS=2.78, Synergy_ZIP=-1.26, Synergy_Bliss=-1.22, Synergy_Loewe=-12.7, Synergy_HSA=-3.93. (2) Drug 1: CN(C)N=NC1=C(NC=N1)C(=O)N. Drug 2: C1=CC=C(C(=C1)C(C2=CC=C(C=C2)Cl)C(Cl)Cl)Cl. Cell line: A549. Synergy scores: CSS=5.65, Synergy_ZIP=0.303, Synergy_Bliss=2.63, Synergy_Loewe=0.833, Synergy_HSA=1.45. (3) Drug 1: CCCCC(=O)OCC(=O)C1(CC(C2=C(C1)C(=C3C(=C2O)C(=O)C4=C(C3=O)C=CC=C4OC)O)OC5CC(C(C(O5)C)O)NC(=O)C(F)(F)F)O. Drug 2: C1CNP(=O)(OC1)N(CCCl)CCCl. Cell line: SF-539. Synergy scores: CSS=43.1, Synergy_ZIP=-0.648, Synergy_Bliss=-2.88, Synergy_Loewe=-18.3, Synergy_HSA=-5.77. (4) Drug 1: C1CCC(C1)C(CC#N)N2C=C(C=N2)C3=C4C=CNC4=NC=N3. Drug 2: CC12CCC3C(C1CCC2=O)CC(=C)C4=CC(=O)C=CC34C. Cell line: UACC-257. Synergy scores: CSS=5.45, Synergy_ZIP=0.491, Synergy_Bliss=-2.13, Synergy_Loewe=-16.5, Synergy_HSA=-4.15. (5) Drug 1: C1=CN(C=N1)CC(O)(P(=O)(O)O)P(=O)(O)O. Drug 2: C1CN(P(=O)(OC1)NCCCl)CCCl. Cell line: MDA-MB-231. Synergy scores: CSS=5.38, Synergy_ZIP=-2.00, Synergy_Bliss=-0.217, Synergy_Loewe=1.49, Synergy_HSA=1.37.